Predict which catalyst facilitates the given reaction. From a dataset of Catalyst prediction with 721,799 reactions and 888 catalyst types from USPTO. Reactant: [C:1]([N:8]1[CH2:13][CH2:12][CH2:11][CH2:10][CH2:9]1)([O:3][C:4]([CH3:7])([CH3:6])[CH3:5])=[O:2].[CH3:14]N(CCN(C)C)C.[Li]C(CC)C.S(OC)(OC)(=O)=O. Product: [C:1]([N:8]1[CH2:9][CH2:10][CH2:11][CH2:12][CH:13]1[CH3:14])([O:3][C:4]([CH3:7])([CH3:6])[CH3:5])=[O:2]. The catalyst class is: 316.